From a dataset of Forward reaction prediction with 1.9M reactions from USPTO patents (1976-2016). Predict the product of the given reaction. Given the reactants [F:1][C:2]1[CH:3]=[C:4]([CH:29]=[C:30]([N:32]2[CH2:37][CH2:36][O:35][CH2:34][CH2:33]2)[CH:31]=1)[C:5]([NH:7][C:8]1[C:17]2[C:12](=[CH:13][CH:14]=[CH:15][CH:16]=2)[C:11]([O:18][C:19]2[CH:24]=[CH:23][N:22]=[C:21](S(C)(=O)=O)[N:20]=2)=[CH:10][CH:9]=1)=[O:6].[N:38]1([CH2:43][CH2:44][NH2:45])[CH2:42][CH2:41][CH2:40][CH2:39]1, predict the reaction product. The product is: [F:1][C:2]1[CH:3]=[C:4]([CH:29]=[C:30]([N:32]2[CH2:37][CH2:36][O:35][CH2:34][CH2:33]2)[CH:31]=1)[C:5]([NH:7][C:8]1[C:17]2[C:12](=[CH:13][CH:14]=[CH:15][CH:16]=2)[C:11]([O:18][C:19]2[CH:24]=[CH:23][N:22]=[C:21]([NH:45][CH2:44][CH2:43][N:38]3[CH2:42][CH2:41][CH2:40][CH2:39]3)[N:20]=2)=[CH:10][CH:9]=1)=[O:6].